From a dataset of Forward reaction prediction with 1.9M reactions from USPTO patents (1976-2016). Predict the product of the given reaction. (1) Given the reactants [CH3:1][C:2]1[S:3][CH:4]=[C:5]([C:7]([NH:9][C:10]2[CH:18]=[C:17]([Sn](C)(C)C)[CH:16]=[C:15]3[C:11]=2[CH:12]=[N:13][N:14]3S(C2C=CC=CC=2)(=O)=O)=[O:8])[N:6]=1.Br[C:33]1[CH:34]=[C:35]([NH:41][C:42](=[O:46])[CH:43]([OH:45])[CH3:44])[C:36]([O:39][CH3:40])=[N:37][CH:38]=1.CN(C=O)C, predict the reaction product. The product is: [OH:45][CH:43]([CH3:44])[C:42]([NH:41][C:35]1[CH:34]=[C:33]([C:17]2[CH:16]=[C:15]3[C:11]([CH:12]=[N:13][NH:14]3)=[C:10]([NH:9][C:7]([C:5]3[N:6]=[C:2]([CH3:1])[S:3][CH:4]=3)=[O:8])[CH:18]=2)[CH:38]=[N:37][C:36]=1[O:39][CH3:40])=[O:46]. (2) Given the reactants N#N.[F:3][C:4]1[CH:33]=[CH:32][C:7]2[NH:8][C:9]([CH:11]([NH:24]C(=O)OC(C)(C)C)[CH2:12][C:13]3[CH:18]=[CH:17][C:16]([C:19]([F:22])([F:21])[F:20])=[CH:15][C:14]=3[F:23])=[N:10][C:6]=2[CH:5]=1.Cl, predict the reaction product. The product is: [F:3][C:4]1[CH:33]=[CH:32][C:7]2[NH:8][C:9]([CH:11]([NH2:24])[CH2:12][C:13]3[CH:18]=[CH:17][C:16]([C:19]([F:20])([F:21])[F:22])=[CH:15][C:14]=3[F:23])=[N:10][C:6]=2[CH:5]=1. (3) Given the reactants Cl.[C:2]1([CH2:8][C:9]([OH:11])=O)[CH:7]=[CH:6][CH:5]=[CH:4][CH:3]=1.[CH2:12]([C@H:19]1[CH2:23][NH:22][C@H:21]([C:24]([NH:26][C:27]2[CH:32]=[CH:31][C:30]([O:33][C:34]3[CH:39]=[CH:38][C:37]([F:40])=[CH:36][CH:35]=3)=[CH:29][CH:28]=2)=[O:25])[CH2:20]1)[C:13]1[CH:18]=[CH:17][CH:16]=[CH:15][CH:14]=1, predict the reaction product. The product is: [CH2:12]([C@H:19]1[CH2:23][N:22]([C:9](=[O:11])[CH2:8][C:2]2[CH:3]=[CH:4][CH:5]=[CH:6][CH:7]=2)[C@H:21]([C:24]([NH:26][C:27]2[CH:32]=[CH:31][C:30]([O:33][C:34]3[CH:35]=[CH:36][C:37]([F:40])=[CH:38][CH:39]=3)=[CH:29][CH:28]=2)=[O:25])[CH2:20]1)[C:13]1[CH:14]=[CH:15][CH:16]=[CH:17][CH:18]=1. (4) Given the reactants [Cl:1][C:2]1[C:3]([OH:19])=[C:4]2[C:9](=[CH:10][CH:11]=1)[O:8][CH:7]([C:12]([F:15])([F:14])[F:13])[C:6]([C:16]([OH:18])=[O:17])=[CH:5]2.C(=O)([O-])[O-].[Cs+].[Cs+].[CH2:26](Br)[CH3:27].[C:29](OCC)(=O)[CH3:30], predict the reaction product. The product is: [Cl:1][C:2]1[C:3]([O:19][CH2:26][CH3:27])=[C:4]2[C:9](=[CH:10][CH:11]=1)[O:8][CH:7]([C:12]([F:15])([F:13])[F:14])[C:6]([C:16]([O:18][CH2:29][CH3:30])=[O:17])=[CH:5]2. (5) Given the reactants [F:1][C:2]1[N:10]=[C:9]([F:11])[CH:8]=[CH:7][C:3]=1[C:4]([OH:6])=[O:5].S(=O)(=O)(O)O.O.[C:18](=O)([O-])[O-].[K+].[K+], predict the reaction product. The product is: [CH3:18][O:5][C:4](=[O:6])[C:3]1[CH:7]=[CH:8][C:9]([F:11])=[N:10][C:2]=1[F:1]. (6) Given the reactants Cl.[NH2:2][CH2:3][C@@:4]([C:8]1[CH:13]=[C:12]([Br:14])[CH:11]=[CH:10][C:9]=1[F:15])([OH:7])[CH2:5][OH:6].[N+:16]([C:19]1[CH:24]=[CH:23][CH:22]=[CH:21][C:20]=1[S:25](Cl)(=[O:27])=[O:26])([O-:18])=[O:17].C([O-])([O-])=O.[K+].[K+], predict the reaction product. The product is: [Br:14][C:12]1[CH:11]=[CH:10][C:9]([F:15])=[C:8]([C@:4]([OH:7])([CH2:5][OH:6])[CH2:3][NH:2][S:25]([C:20]2[CH:21]=[CH:22][CH:23]=[CH:24][C:19]=2[N+:16]([O-:18])=[O:17])(=[O:26])=[O:27])[CH:13]=1. (7) Given the reactants [C:1]([O:5][C:6]([N:8]([C:13]1[C:21]2[C:16](=[CH:17][CH:18]=[CH:19][CH:20]=2)[N:15]([CH2:22][C:23]([OH:25])=[O:24])[CH:14]=1)[S:9]([CH3:12])(=[O:11])=[O:10])=[O:7])([CH3:4])([CH3:3])[CH3:2].[Cl:26][C:27]1[CH:28]=[N+:29]([O-:52])[CH:30]=[C:31]([Cl:51])[C:32]=1[CH2:33][C@@H:34]([C:36]1[CH:41]=[CH:40][C:39]([O:42][CH:43]([F:45])[F:44])=[C:38]([O:46][CH2:47][CH:48]2[CH2:50][CH2:49]2)[CH:37]=1)O.C(Cl)CCl, predict the reaction product. The product is: [C:1]([O:5][C:6]([N:8]([C:13]1[C:21]2[C:16](=[CH:17][CH:18]=[CH:19][CH:20]=2)[N:15]([CH2:22][C:23]([O:25][C@H:34]([C:36]2[CH:41]=[CH:40][C:39]([O:42][CH:43]([F:44])[F:45])=[C:38]([O:46][CH2:47][CH:48]3[CH2:49][CH2:50]3)[CH:37]=2)[CH2:33][C:32]2[C:31]([Cl:51])=[CH:30][N+:29]([O-:52])=[CH:28][C:27]=2[Cl:26])=[O:24])[CH:14]=1)[S:9]([CH3:12])(=[O:11])=[O:10])=[O:7])([CH3:4])([CH3:2])[CH3:3]. (8) Given the reactants [OH:1][C:2]1[N:6]([C:7]2[CH:12]=[C:11]([C:13]#[N:14])[CH:10]=[CH:9][N:8]=2)[N:5]=[CH:4][CH:3]=1.[Cl:15][C:16]1[CH:21]=[C:20]([CH2:22][CH3:23])[CH:19]=[CH:18][C:17]=1[CH2:24]O, predict the reaction product. The product is: [Cl:15][C:16]1[CH:21]=[C:20]([CH2:22][CH3:23])[CH:19]=[CH:18][C:17]=1[CH2:24][O:1][C:2]1[N:6]([C:7]2[CH:12]=[C:11]([C:13]#[N:14])[CH:10]=[CH:9][N:8]=2)[N:5]=[CH:4][CH:3]=1.